From a dataset of Catalyst prediction with 721,799 reactions and 888 catalyst types from USPTO. Predict which catalyst facilitates the given reaction. (1) Reactant: CN(C)[CH:3]=[C:4]([N:10]1[CH:14]=[C:13]([C:15]#[N:16])[N:12]=[N:11]1)[C:5](OCC)=[O:6].[NH:18]([C:20]1[N:25]=[CH:24][N:23]=[C:22]([N:26]2[CH2:32][CH2:31][CH2:30][O:29][CH2:28][CH2:27]2)[CH:21]=1)[NH2:19].FC(F)(F)C(O)=O. Product: [O:29]1[CH2:30][CH2:31][CH2:32][N:26]([C:22]2[N:23]=[CH:24][N:25]=[C:20]([N:18]3[C:5](=[O:6])[C:4]([N:10]4[CH:14]=[C:13]([C:15]#[N:16])[N:12]=[N:11]4)=[CH:3][NH:19]3)[CH:21]=2)[CH2:27][CH2:28]1. The catalyst class is: 6. (2) Reactant: [OH:1][C@H:2]1[CH2:19][CH2:18][C@@:17]2([CH3:20])[C@@H:4]([CH2:5][CH2:6][C@:7]3([CH3:45])[C@@H:16]2[CH2:15][CH2:14][C@H:13]2[C@@:8]3([CH3:44])[CH2:9][CH2:10][C@@:11]3([C:28]([N:30]4[CH2:35][CH2:34][CH:33]([O:36][CH2:37][CH2:38][O:39][CH2:40][CH2:41][O:42][CH3:43])[CH2:32][CH2:31]4)=[O:29])[CH2:23][CH2:22][C@@H:21]([C:24]4([CH3:27])[CH2:26][CH2:25]4)[C@@H:12]32)[C:3]1([CH3:47])[CH3:46].[CH3:48][C:49]1([CH3:56])[CH2:54][C:53](=[O:55])[O:52][C:50]1=[O:51].C1(C)C=CC=CC=1. Product: [CH3:43][O:42][CH2:41][CH2:40][O:39][CH2:38][CH2:37][O:36][CH:33]1[CH2:32][CH2:31][N:30]([C:28]([C@:11]23[CH2:23][CH2:22][C@@H:21]([C:24]4([CH3:27])[CH2:26][CH2:25]4)[C@@H:12]2[C@@H:13]2[C@@:8]([CH3:44])([CH2:9][CH2:10]3)[C@@:7]3([CH3:45])[C@@H:16]([C@:17]4([CH3:20])[C@@H:4]([CH2:5][CH2:6]3)[C:3]([CH3:47])([CH3:46])[C@@H:2]([O:1][C:53](=[O:55])[CH2:54][C:49]([CH3:56])([CH3:48])[C:50]([OH:52])=[O:51])[CH2:19][CH2:18]4)[CH2:15][CH2:14]2)=[O:29])[CH2:35][CH2:34]1. The catalyst class is: 4.